From a dataset of Catalyst prediction with 721,799 reactions and 888 catalyst types from USPTO. Predict which catalyst facilitates the given reaction. (1) Reactant: [H-].[Na+].[CH2:3]([O:10][CH:11]1[CH2:14][CH:13]([OH:15])[CH2:12]1)[C:4]1[CH:9]=[CH:8][CH:7]=[CH:6][CH:5]=1.[Cl:16][C:17]1[CH:22]=[C:21](F)[CH:20]=[CH:19][N:18]=1.[NH4+].[Cl-]. Product: [CH2:3]([O:10][CH:11]1[CH2:14][CH:13]([O:15][C:21]2[CH:20]=[CH:19][N:18]=[C:17]([Cl:16])[CH:22]=2)[CH2:12]1)[C:4]1[CH:9]=[CH:8][CH:7]=[CH:6][CH:5]=1. The catalyst class is: 49. (2) Reactant: [Cl:1][C:2]1[CH:3]=[C:4]([NH:23][CH2:24][C:25]2[N:26]=[N:27][N:28]([CH:30]3[CH2:35][CH2:34][NH:33][CH2:32][CH2:31]3)[CH:29]=2)[CH:5]=[C:6]2[C:11]=1[N:10]=[CH:9][C:8]([C:12]#[N:13])=[C:7]2[NH:14][C:15]1[CH:20]=[CH:19][C:18]([F:21])=[C:17]([Cl:22])[CH:16]=1.Cl[CH:37](Cl)[CH3:38].C(=O)C.C(O[BH-](OC(=O)C)OC(=O)C)(=O)C.[Na+]. Product: [Cl:1][C:2]1[CH:3]=[C:4]([NH:23][CH2:24][C:25]2[N:26]=[N:27][N:28]([CH:30]3[CH2:35][CH2:34][N:33]([CH2:37][CH3:38])[CH2:32][CH2:31]3)[CH:29]=2)[CH:5]=[C:6]2[C:11]=1[N:10]=[CH:9][C:8]([C:12]#[N:13])=[C:7]2[NH:14][C:15]1[CH:20]=[CH:19][C:18]([F:21])=[C:17]([Cl:22])[CH:16]=1. The catalyst class is: 15. (3) Reactant: F[C:2]1[C:7]([N+:8]([O-:10])=[O:9])=[CH:6][CH:5]=[C:4]([F:11])[N:3]=1.[CH2:12]([NH2:14])[CH3:13]. Product: [CH2:12]([NH:14][C:2]1[C:7]([N+:8]([O-:10])=[O:9])=[CH:6][CH:5]=[C:4]([F:11])[N:3]=1)[CH3:13]. The catalyst class is: 1. (4) Reactant: [CH:1]1([CH2:4][N:5]2[CH2:12][CH2:11][C@@:10]3([CH3:25])[C@H:13]([N:14]([CH3:24])[C:15](=[O:23])/[CH:16]=[CH:17]/[C:18]4[CH:22]=[CH:21][O:20][CH:19]=4)[C@H:6]2[CH2:7][C:8]2[CH:29]=[CH:28][C:27]([O:30][CH3:31])=[CH:26][C:9]=23)[CH2:3][CH2:2]1. Product: [CH:1]1([CH2:4][N:5]2[CH2:12][CH2:11][C@@:10]3([CH3:25])[C@H:13]([N:14]([CH3:24])[C:15](=[O:23])/[CH:16]=[CH:17]\[C:18]4[CH:22]=[CH:21][O:20][CH:19]=4)[C@H:6]2[CH2:7][C:8]2[CH:29]=[CH:28][C:27]([O:30][CH3:31])=[CH:26][C:9]=23)[CH2:2][CH2:3]1. The catalyst class is: 24. (5) The catalyst class is: 3. Product: [C:1]([C:3]1[CH:4]=[CH:5][C:6]([CH2:7][NH:8][C:9](=[O:21])[CH:10]([C:13]2[C:18]([O:19][CH2:25][CH2:26][OH:27])=[CH:17][CH:16]=[CH:15][C:14]=2[F:20])[O:11][CH3:12])=[CH:22][CH:23]=1)#[N:2]. Reactant: [C:1]([C:3]1[CH:23]=[CH:22][C:6]([CH2:7][NH:8][C:9](=[O:21])[CH:10]([C:13]2[C:18]([OH:19])=[CH:17][CH:16]=[CH:15][C:14]=2[F:20])[O:11][CH3:12])=[CH:5][CH:4]=1)#[N:2].Br[CH2:25][CH2:26][OH:27].C(=O)([O-])[O-].[Cs+].[Cs+]. (6) Reactant: [CH3:1][O:2][C:3]1[CH:4]=[C:5]2[C:10](=[CH:11][C:12]=1[O:13][CH3:14])[N:9]=[CH:8][N:7]=[C:6]2[O:15][C:16]1[CH:22]=[CH:21][C:19]([NH2:20])=[CH:18][CH:17]=1.Cl[C:24](Cl)([O:26][C:27](=[O:33])OC(Cl)(Cl)Cl)Cl.[CH:35]1(CO)[CH2:39][CH2:38][CH2:37][CH2:36]1.C(=O)(O)[O-].[Na+]. Product: [CH3:1][O:2][C:3]1[CH:4]=[C:5]2[C:10](=[CH:11][C:12]=1[O:13][CH3:14])[N:9]=[CH:8][N:7]=[C:6]2[O:15][C:16]1[CH:22]=[CH:21][C:19]([NH:20][C:27](=[O:33])[O:26][CH2:24][CH:35]2[CH2:39][CH2:38][CH2:37][CH2:36]2)=[CH:18][CH:17]=1. The catalyst class is: 208.